The task is: Regression. Given a peptide amino acid sequence and an MHC pseudo amino acid sequence, predict their binding affinity value. This is MHC class I binding data.. This data is from Peptide-MHC class I binding affinity with 185,985 pairs from IEDB/IMGT. (1) The peptide sequence is YLDNVGVHI. The MHC is HLA-B58:01 with pseudo-sequence HLA-B58:01. The binding affinity (normalized) is 0.213. (2) The peptide sequence is LELGDYKLV. The MHC is Mamu-A11 with pseudo-sequence Mamu-A11. The binding affinity (normalized) is 0.439. (3) The peptide sequence is TLYCVHQEI. The MHC is HLA-B08:02 with pseudo-sequence HLA-B08:02. The binding affinity (normalized) is 0.0847. (4) The peptide sequence is LELRSRYWAI. The MHC is HLA-B40:02 with pseudo-sequence HLA-B40:02. The binding affinity (normalized) is 0.753. (5) The binding affinity (normalized) is 0.234. The peptide sequence is DMTKVDVEL. The MHC is HLA-A02:01 with pseudo-sequence HLA-A02:01.